The task is: Predict the product of the given reaction.. This data is from Forward reaction prediction with 1.9M reactions from USPTO patents (1976-2016). (1) Given the reactants Br[CH2:2]/[CH:3]=[CH:4]/[C:5]([NH:7][C:8]1[CH:9]=[C:10]2[C:15](=[CH:16][C:17]=1[O:18][CH3:19])[N:14]=[CH:13][N:12]=[C:11]2[NH:20][C:21]1[CH:26]=[CH:25][C:24]([F:27])=[C:23]([Cl:28])[CH:22]=1)=[O:6].Cl.[CH2:30]1[C:33]2([CH2:38][CH2:37][CH2:36][CH2:35][CH2:34]2)[CH2:32][NH:31]1.C([O-])([O-])=O.[K+].[K+].O, predict the reaction product. The product is: [Cl:28][C:23]1[CH:22]=[C:21]([NH:20][C:11]2[C:10]3[C:15](=[CH:16][C:17]([O:18][CH3:19])=[C:8]([NH:7][C:5](=[O:6])/[CH:4]=[CH:3]/[CH2:2][N:31]4[CH2:32][C:33]5([CH2:38][CH2:37][CH2:36][CH2:35][CH2:34]5)[CH2:30]4)[CH:9]=3)[N:14]=[CH:13][N:12]=2)[CH:26]=[CH:25][C:24]=1[F:27]. (2) The product is: [CH3:7][C:8]1[N:9]=[C:10]([NH:13][C:14]2[N:15]=[CH:16][C:17]([CH2:18][OH:19])=[C:23]([O:25][C:26]3[CH:31]=[CH:30][CH:29]=[CH:28][CH:27]=3)[CH:24]=2)[S:11][CH:12]=1. Given the reactants [H-].[Al+3].[Li+].[H-].[H-].[H-].[CH3:7][C:8]1[N:9]=[C:10]([NH:13][C:14]2[CH:24]=[C:23]([O:25][C:26]3[CH:31]=[CH:30][CH:29]=[CH:28][CH:27]=3)[C:17]([C:18](OCC)=[O:19])=[CH:16][N:15]=2)[S:11][CH:12]=1, predict the reaction product. (3) The product is: [CH3:1][N:2]1[C:10]2[C:5](=[CH:6][CH:7]=[CH:8][CH:9]=2)[CH:4]=[C:3]1[CH:11]=[O:12]. Given the reactants [CH3:1][N:2]1[C:10]2[C:5](=[CH:6][CH:7]=[CH:8][CH:9]=2)[CH:4]=[C:3]1[CH2:11][OH:12].[Cr](Cl)([O-])(=O)=O.[NH+]1C=CC=CC=1, predict the reaction product. (4) The product is: [Cl:5][C:6]1[C:7]2[N:16]=[C:15]([C:17]3[CH:22]=[C:21]([CH3:23])[C:20]([OH:24])=[C:19]([CH3:26])[CH:18]=3)[O:14][C:8]=2[N:9]=[C:10]([S:12][CH3:13])[N:11]=1. Given the reactants B(Br)(Br)Br.[Cl:5][C:6]1[C:7]2[N:16]=[C:15]([C:17]3[CH:22]=[C:21]([CH3:23])[C:20]([O:24]C)=[C:19]([CH3:26])[CH:18]=3)[O:14][C:8]=2[N:9]=[C:10]([S:12][CH3:13])[N:11]=1.C(=O)(O)[O-].[Na+], predict the reaction product.